This data is from Forward reaction prediction with 1.9M reactions from USPTO patents (1976-2016). The task is: Predict the product of the given reaction. Given the reactants N#N.[C:3]([CH2:5][CH2:6][O:7][P:8](Cl)[N:9]([CH:13]([CH3:15])[CH3:14])[CH:10]([CH3:12])[CH3:11])#[N:4].[CH3:17][O:18][C:19]1[CH:24]=[CH:23][C:22]([C:25]([C:64]2[CH:69]=[CH:68][C:67]([O:70][CH3:71])=[CH:66][CH:65]=2)([C:58]2[CH:63]=[CH:62][CH:61]=[CH:60][CH:59]=2)[O:26][CH2:27][C@H:28]2[O:32][C@@H:31]([N:33]3[CH:41]=[N:40][C:39]4[C:34]3=[N:35][CH:36]=[N:37][C:38]=4[O:42][CH2:43][CH2:44][Si:45]([CH3:48])([CH3:47])[CH3:46])[C@@H:30]([O:49][CH2:50][C:51]3[CH:56]=[CH:55][CH:54]=[CH:53][CH:52]=3)[C@@H:29]2[OH:57])=[CH:21][CH:20]=1.C(N(CC)C(C)C)(C)C.CN1C=CN=C1, predict the reaction product. The product is: [CH3:17][O:18][C:19]1[CH:24]=[CH:23][C:22]([C:25]([C:64]2[CH:65]=[CH:66][C:67]([O:70][CH3:71])=[CH:68][CH:69]=2)([C:58]2[CH:59]=[CH:60][CH:61]=[CH:62][CH:63]=2)[O:26][CH2:27][C@H:28]2[O:32][C@@H:31]([N:33]3[CH:41]=[N:40][C:39]4[C:34]3=[N:35][CH:36]=[N:37][C:38]=4[O:42][CH2:43][CH2:44][Si:45]([CH3:48])([CH3:47])[CH3:46])[C@@H:30]([O:49][CH2:50][C:51]3[CH:56]=[CH:55][CH:54]=[CH:53][CH:52]=3)[C@@H:29]2[O:57][P:8]([O:7][CH2:6][CH2:5][C:3]#[N:4])[N:9]([CH:10]([CH3:11])[CH3:12])[CH:13]([CH3:14])[CH3:15])=[CH:21][CH:20]=1.